This data is from Catalyst prediction with 721,799 reactions and 888 catalyst types from USPTO. The task is: Predict which catalyst facilitates the given reaction. Reactant: [NH2:1][C:2]1[CH:7]=[CH:6][C:5]([S:8]([NH:11][C:12]2[CH:13]=[CH:14][C:15]3[CH2:19][O:18][B:17]([OH:20])[C:16]=3[CH:21]=2)(=[O:10])=[O:9])=[C:4]([CH2:22][NH2:23])[CH:3]=1.C(Cl)Cl.[C:27](OC(=O)C)(=[O:29])[CH3:28]. Product: [NH2:1][C:2]1[CH:7]=[CH:6][C:5]([S:8](=[O:9])(=[O:10])[NH:11][C:12]2[CH:13]=[CH:14][C:15]3[CH2:19][O:18][B:17]([OH:20])[C:16]=3[CH:21]=2)=[C:4]([CH:3]=1)[CH2:22][NH:23][C:27](=[O:29])[CH3:28]. The catalyst class is: 17.